The task is: Predict the product of the given reaction.. This data is from Forward reaction prediction with 1.9M reactions from USPTO patents (1976-2016). (1) Given the reactants [C:1]1([O:7][CH3:8])[CH:6]=[CH:5][CH:4]=[CH:3][CH:2]=1.[C:9]1(=[O:16])[O:15][C:13](=[O:14])[CH2:12][CH2:11][CH2:10]1.[Cl-].[Cl-].[Cl-].[Al+3].Cl, predict the reaction product. The product is: [CH3:8][O:7][C:1]1[CH:6]=[CH:5][C:4]([C:9](=[O:16])[CH2:10][CH2:11][CH2:12][C:13]([OH:15])=[O:14])=[CH:3][CH:2]=1. (2) Given the reactants Br[C:2]1[N:6]([CH:7]([CH3:9])[CH3:8])[C:5]2[CH:10]([C:26]3[CH:31]=[CH:30][C:29]([Cl:32])=[CH:28][CH:27]=3)[N:11]([C:14]3[CH:15]=[C:16]([O:24][CH3:25])[C:17]4[N:21]=[N:20][N:19]([CH3:22])[C:18]=4[CH:23]=3)[C:12](=[O:13])[C:4]=2[N:3]=1.[CH3:33][N:34]1[CH2:39][CH:38]=[C:37](B(O)O)[CH2:36][CH2:35]1, predict the reaction product. The product is: [Cl:32][C:29]1[CH:30]=[CH:31][C:26]([CH:10]2[C:5]3[N:6]([CH:7]([CH3:9])[CH3:8])[C:2]([C:37]4[CH2:38][CH2:39][N:34]([CH3:33])[CH2:35][CH:36]=4)=[N:3][C:4]=3[C:12](=[O:13])[N:11]2[C:14]2[CH:15]=[C:16]([O:24][CH3:25])[C:17]3[N:21]=[N:20][N:19]([CH3:22])[C:18]=3[CH:23]=2)=[CH:27][CH:28]=1. (3) Given the reactants Br[C:2]1[CH:3]=[C:4]([CH:8]=[C:9]([Br:11])[CH:10]=1)[C:5]([NH2:7])=[O:6].[N:12]1[CH:17]=[CH:16][CH:15]=[C:14]([NH2:18])[CH:13]=1, predict the reaction product. The product is: [Br:11][C:9]1[CH:8]=[C:4]([CH:3]=[C:2]([NH:18][C:14]2[CH:13]=[N:12][CH:17]=[CH:16][CH:15]=2)[CH:10]=1)[C:5]([NH2:7])=[O:6].